Predict the product of the given reaction. From a dataset of Forward reaction prediction with 1.9M reactions from USPTO patents (1976-2016). (1) Given the reactants [Cl:1][C:2]1[C:3](F)=[C:4]([C@@H:8]2[C@:12]([C:15]3[CH:20]=[CH:19][C:18]([Cl:21])=[CH:17][C:16]=3F)([C:13]#[N:14])[C@H:11]([CH2:23][C:24]([CH3:27])([CH3:26])[CH3:25])[NH:10][C@H:9]2[C:28]([NH:30][C:31]2C=CC(C(O)=O)=CC=2OC(F)(F)F)=[O:29])[CH:5]=[CH:6][CH:7]=1.CN=[C:48]=[O:49], predict the reaction product. The product is: [Cl:1][C:2]1[CH:3]=[C:4]([CH:8]2[CH:9]3[N:10]([C:48](=[O:49])[N:30]([CH3:31])[C:28]3=[O:29])[CH:11]([CH2:23][C:24]([CH3:25])([CH3:27])[CH3:26])[C:12]2([C:15]2[CH:20]=[CH:19][C:18]([Cl:21])=[CH:17][CH:16]=2)[C:13]#[N:14])[CH:5]=[CH:6][CH:7]=1. (2) Given the reactants [Cl:1][C:2]1[C:11]2[C:6](=[CH:7][CH:8]=[CH:9][CH:10]=2)[CH:5]=[C:4]([CH3:12])[C:3]=1[C@H:13]([O:35][C:36]([CH3:40])([CH3:39])[CH2:37][OH:38])[CH2:14][O:15][C:16]([C:29]1[CH:34]=[CH:33][CH:32]=[CH:31][CH:30]=1)([C:23]1[CH:28]=[CH:27][CH:26]=[CH:25][CH:24]=1)[C:17]1[CH:22]=[CH:21][CH:20]=[CH:19][CH:18]=1.[CH3:41][C:42](OC(C)=O)=[O:43].N1C=CC=CC=1.C([O-])(O)=O.[Na+], predict the reaction product. The product is: [C:42]([O:38][CH2:37][C:36]([O:35][C@@H:13]([C:3]1[C:4]([CH3:12])=[CH:5][C:6]2[C:11](=[CH:10][CH:9]=[CH:8][CH:7]=2)[C:2]=1[Cl:1])[CH2:14][O:15][C:16]([C:17]1[CH:22]=[CH:21][CH:20]=[CH:19][CH:18]=1)([C:23]1[CH:24]=[CH:25][CH:26]=[CH:27][CH:28]=1)[C:29]1[CH:30]=[CH:31][CH:32]=[CH:33][CH:34]=1)([CH3:40])[CH3:39])(=[O:43])[CH3:41]. (3) Given the reactants Cl/[C:2](=[N:15]\[OH:16])/[C:3]1[CH:8]=[CH:7][C:6]([P:9]([CH3:14])(=[O:13])[O:10][CH2:11][CH3:12])=[CH:5][CH:4]=1.[C:17]([C:19]1[C:20]([O:31][CH2:32][C:33]2[CH:38]=[CH:37][C:36]([O:39][CH3:40])=[CH:35][CH:34]=2)=[N:21][C:22]([C:25]2[CH:30]=[CH:29][CH:28]=[CH:27][N:26]=2)=[N:23][CH:24]=1)#[CH:18].C(N(CC)CC)C, predict the reaction product. The product is: [CH3:40][O:39][C:36]1[CH:35]=[CH:34][C:33]([CH2:32][O:31][C:20]2[C:19]([C:17]3[O:16][N:15]=[C:2]([C:3]4[CH:8]=[CH:7][C:6]([P:9]([CH3:14])(=[O:13])[O:10][CH2:11][CH3:12])=[CH:5][CH:4]=4)[CH:18]=3)=[CH:24][N:23]=[C:22]([C:25]3[CH:30]=[CH:29][CH:28]=[CH:27][N:26]=3)[N:21]=2)=[CH:38][CH:37]=1. (4) Given the reactants C([Mg]Cl)(C)C.Br[C:7]1[CH:12]=[CH:11][C:10]([F:13])=[CH:9][N:8]=1.[Cl:14][C:15]1[CH:16]=[C:17]([CH:20]=[C:21]([C:23]2[CH:28]=[C:27](Cl)[N:26]=[CH:25][N:24]=2)[CH:22]=1)[C:18]#[N:19], predict the reaction product. The product is: [Cl:14][C:15]1[CH:16]=[C:17]([CH:20]=[C:21]([C:23]2[CH:28]=[C:27]([C:7]3[CH:12]=[CH:11][C:10]([F:13])=[CH:9][N:8]=3)[N:26]=[CH:25][N:24]=2)[CH:22]=1)[C:18]#[N:19]. (5) Given the reactants [Si:1]([O:8][CH2:9][CH2:10][CH2:11][CH2:12][N:13]([C:18]1[C:35]([CH:36]2[CH2:38][CH2:37]2)=[CH:34][C:21]2[C:22]([C:32]#[N:33])=[C:23]([C:25]3[CH:30]=[CH:29][C:28]([F:31])=[CH:27][CH:26]=3)[O:24][C:20]=2[CH:19]=1)[S:14]([CH3:17])(=[O:16])=[O:15])([C:4]([CH3:7])([CH3:6])[CH3:5])([CH3:3])[CH3:2].[NH2:39][OH:40], predict the reaction product. The product is: [Si:1]([O:8][CH2:9][CH2:10][CH2:11][CH2:12][N:13]([S:14]([CH3:17])(=[O:16])=[O:15])[C:18]1[C:35]([CH:36]2[CH2:38][CH2:37]2)=[CH:34][C:21]2[C:22]([C:32](=[NH:33])[NH:39][OH:40])=[C:23]([C:25]3[CH:26]=[CH:27][C:28]([F:31])=[CH:29][CH:30]=3)[O:24][C:20]=2[CH:19]=1)([C:4]([CH3:7])([CH3:5])[CH3:6])([CH3:3])[CH3:2]. (6) Given the reactants [CH2:1]([N:8]1[CH2:13][CH2:12][O:11][C:10]([CH2:15][CH:16]=[O:17])([CH3:14])[C:9]1=[O:18])[C:2]1[CH:7]=[CH:6][CH:5]=[CH:4][CH:3]=1.[BH4-].[Na+].O, predict the reaction product. The product is: [CH2:1]([N:8]1[CH2:13][CH2:12][O:11][C:10]([CH2:15][CH2:16][OH:17])([CH3:14])[C:9]1=[O:18])[C:2]1[CH:3]=[CH:4][CH:5]=[CH:6][CH:7]=1. (7) Given the reactants [C:1]([O:9][CH2:10][CH2:11][O:12][CH2:13][CH2:14][N:15]1[C:23]2[C:22](Cl)=[N:21][CH:20]=[N:19][C:18]=2[CH:17]=[CH:16]1)(=[O:8])[C:2]1[CH:7]=[CH:6][CH:5]=[CH:4][CH:3]=1.[NH2:25][C:26]1[CH:46]=[CH:45][C:29]([O:30][C:31]2[CH:32]=[C:33]([CH:38]=[C:39]([C:41]([F:44])([F:43])[F:42])[CH:40]=2)[C:34]([O:36][CH3:37])=[O:35])=[C:28]([Cl:47])[CH:27]=1, predict the reaction product. The product is: [C:1]([O:9][CH2:10][CH2:11][O:12][CH2:13][CH2:14][N:15]1[C:23]2[C:22]([NH:25][C:26]3[CH:46]=[CH:45][C:29]([O:30][C:31]4[CH:32]=[C:33]([CH:38]=[C:39]([C:41]([F:42])([F:43])[F:44])[CH:40]=4)[C:34]([O:36][CH3:37])=[O:35])=[C:28]([Cl:47])[CH:27]=3)=[N:21][CH:20]=[N:19][C:18]=2[CH:17]=[CH:16]1)(=[O:8])[C:2]1[CH:7]=[CH:6][CH:5]=[CH:4][CH:3]=1.